Dataset: Catalyst prediction with 721,799 reactions and 888 catalyst types from USPTO. Task: Predict which catalyst facilitates the given reaction. (1) Reactant: [F:1][C:2]([F:21])([F:20])[O:3][C:4]1[CH:9]=[CH:8][C:7]([C:10]2[N:14]=[C:13]([C:15](OCC)=[O:16])[O:12][N:11]=2)=[CH:6][CH:5]=1.S(O)(O)(=O)=O.[CH3:27][NH:28][NH2:29]. Product: [CH3:27][NH:28][NH:29][C:15]([C:13]1[O:12][N:11]=[C:10]([C:7]2[CH:8]=[CH:9][C:4]([O:3][C:2]([F:21])([F:20])[F:1])=[CH:5][CH:6]=2)[N:14]=1)=[O:16].[CH3:27][N:28]([C:15]([C:13]1[O:12][N:11]=[C:10]([C:7]2[CH:8]=[CH:9][C:4]([O:3][C:2]([F:21])([F:20])[F:1])=[CH:5][CH:6]=2)[N:14]=1)=[O:16])[NH2:29]. The catalyst class is: 14. (2) Reactant: [CH3:1][S:2](Cl)(=[O:4])=[O:3].Cl.Cl.[CH3:8][C:9]1[N:22]=[C:21]([NH2:23])[C:12]2[N:13]=[C:14]3[CH2:20][NH:19][CH2:18][CH2:17][CH2:16][N:15]3[C:11]=2[C:10]=1[CH3:24].C(N(CC)CC)C. Product: [CH3:8][C:9]1[N:22]=[C:21]([NH2:23])[C:12]2[N:13]=[C:14]3[CH2:20][N:19]([S:2]([CH3:1])(=[O:4])=[O:3])[CH2:18][CH2:17][CH2:16][N:15]3[C:11]=2[C:10]=1[CH3:24]. The catalyst class is: 3. (3) Reactant: [C:1]1([C:20]2[CH:25]=[CH:24][CH:23]=[CH:22][CH:21]=2)[CH:6]=[CH:5][C:4]([CH2:7][C@H:8]([CH2:12][C:13]([O:15][C:16]([CH3:19])([CH3:18])[CH3:17])=[O:14])[C:9](O)=[O:10])=[CH:3][CH:2]=1.Cl.[CH3:27][O:28][C:29](=[O:33])[CH2:30][CH2:31][NH2:32].CCN=C=NCCCN(C)C.Cl.ON1C2N=CC=CC=2N=N1.CCN(C(C)C)C(C)C. Product: [C:1]1([C:20]2[CH:21]=[CH:22][CH:23]=[CH:24][CH:25]=2)[CH:2]=[CH:3][C:4]([CH2:7][C@@H:8]([C:9]([NH:32][CH2:31][CH2:30][C:29]([O:28][CH3:27])=[O:33])=[O:10])[CH2:12][C:13]([O:15][C:16]([CH3:19])([CH3:18])[CH3:17])=[O:14])=[CH:5][CH:6]=1. The catalyst class is: 3. (4) Reactant: [F:1][C:2]1[CH:7]=[C:6]([C:8]([F:11])([F:10])[F:9])[CH:5]=[CH:4][C:3]=1[CH2:12][C:13]#[N:14].[N:15]([C:18]1[CH:23]=[CH:22][C:21]([S:24]([NH2:27])(=[O:26])=[O:25])=[CH:20][CH:19]=1)=[N+:16]=[N-:17].C[O-].[Na+]. Product: [NH2:14][C:13]1[N:15]([C:18]2[CH:19]=[CH:20][C:21]([S:24]([NH2:27])(=[O:25])=[O:26])=[CH:22][CH:23]=2)[N:16]=[N:17][C:12]=1[C:3]1[CH:4]=[CH:5][C:6]([C:8]([F:10])([F:11])[F:9])=[CH:7][C:2]=1[F:1]. The catalyst class is: 5. (5) Reactant: C(N(CC)CC)C.[CH:8]([C:10]1[C:14]2=[N:15][CH:16]=[CH:17][CH:18]=[C:13]2[N:12](C(OC(C)(C)C)=O)[CH:11]=1)=[O:9].[CH:26](=[N:33][C:34]1[CH:39]=[CH:38][CH:37]=[C:36]([O:40][CH3:41])[CH:35]=1)[C:27]1[CH:32]=[CH:31][CH:30]=[CH:29][CH:28]=1. Product: [CH3:41][O:40][C:36]1[CH:35]=[C:34]([NH:33][CH:26]([C:27]2[CH:32]=[CH:31][CH:30]=[CH:29][CH:28]=2)[C:8]([C:10]2[C:14]3=[N:15][CH:16]=[CH:17][CH:18]=[C:13]3[NH:12][CH:11]=2)=[O:9])[CH:39]=[CH:38][CH:37]=1. The catalyst class is: 433.